From a dataset of Full USPTO retrosynthesis dataset with 1.9M reactions from patents (1976-2016). Predict the reactants needed to synthesize the given product. The reactants are: [NH2:1][C:2]1[CH:3]=[N:4][N:5]([CH3:22])[C:6]=1[N:7]1[CH2:13][CH2:12][C@H:11]([F:14])[C@@H:10]([NH:15][C:16](=[O:21])[C:17]([F:20])([F:19])[F:18])[CH2:9][CH2:8]1.N([CH:26]1CCN(C2N(C3CC3)N=CC=2[N+]([O-])=O)CC[CH:27]1O)=[N+]=[N-]. Given the product [NH2:1][C:2]1[CH:3]=[N:4][N:5]([CH:22]2[CH2:27][CH2:26]2)[C:6]=1[N:7]1[CH2:13][CH2:12][CH:11]([F:14])[CH:10]([NH:15][C:16](=[O:21])[C:17]([F:20])([F:19])[F:18])[CH2:9][CH2:8]1, predict the reactants needed to synthesize it.